Dataset: Drug-target binding data from BindingDB using IC50 measurements. Task: Regression. Given a target protein amino acid sequence and a drug SMILES string, predict the binding affinity score between them. We predict pIC50 (pIC50 = -log10(IC50 in M); higher means more potent). Dataset: bindingdb_ic50. (1) The drug is O=C(CBr)c1ccc(-c2ccccc2)cc1. The target is XTSFAESXKPVQQPSAFGS. The pIC50 is 5.6. (2) The small molecule is CC(=O)Oc1ccccc1C(=O)O. The target protein (O62664) has sequence MSRQGISLRFPLLLLLLSPSPVLPADPGAPAPVNPCCYYPCQHQGICVRFGLDRYQCDCTRTGYYGPNCTIPEIWTWLRTTLRPSPSFVHFLLTHGRWLWDFVNATFIRDKLMRLVLTVRSNLIPSPPTYNVAHDYISWESFSNVSYYTRILPSVPRDCPTPMGTKGKKQLPDAEFLSRRFLLRRKFIPDPQGTNLMFAFFAQHFTHQFFKTSGKMGPGFTKALGHGVDLGHIYGDNLERQYQLRLFKDGKLKYQMLNGEVYPPSVEEAPVLMHYPRGIPPQSQMAVGQEVFGLLPGLMVYATIWLREHNRVCDLLKAEHPTWGDEQLFQTARLILIGETIKIVIEEYVQQLSGYFLQLKFDPELLFGAQFQYRNRIAMEFNQLYHWHPLMPDSFRVGPQDYSYEQFLFNTSMLVDYGVEALVDAFSRQPAGRIGGGRNIDHHILHVAVDVIKESRELRLQPFNEYRKRFGMKPYTSFQELTGEKEMAAELEELYGDIDA.... The pIC50 is 2.4. (3) The drug is O=C1CCc2ccc(OCc3ccccc3)cc2N1. The target protein (P19643) has sequence MSNKCDVIVVGGGISGMAAAKLLHDCGLSVVVLEARDRVGGRTYTIRNKNVKYVDLGGSYVGPTQNRILRLAKELGLETYKVNEVERLIHFVKGKSYAFRGPFPPVWNPITYLDYNNLWRTMDEMGQEIPSDAPWKAPLAEEWDYMTMKELLDKICWTNSTKQIATLFVNLCVTAETHEVSALWFLWYVKQCGGTTRIISTTNGGQERKFIGGSGQVSERIKDILGDRVKLERPVIHIDQTGENVVVKTLNHEIYEAKYVISAIPPVLGMKIHHSPPLPILRNQLITRVPLGSVIKCMVYYKEPFWRKKDFCGTMVIEGEEAPIAYTLDDTKPDGSCAAIMGFILAHKARKLVRLTKEERLRKLCELYAKVLNSQEALQPVHYEEKNWCEEQYSGGCYTAYFPPGILTQYGRVLRQPVGKIFFAGTETASHWSGYMEGAVEAGERAAREILHAIGKIPEDEIWQPEPESVDVPARPITNTFLERHLPSVPGLLKLLGLTT.... The pIC50 is 6.0. (4) The compound is CC1CCN(Cc2cc3ccccc3n2-c2ccc(N3C[C@H](CNC(=O)c4ccc(Cl)s4)OC3=O)cc2)CC1. The target protein (O19045) has sequence MANPLHLVLLGAALAGLLLSGSSVFISRRAANDVLARTRRANSFLEELKKGNLERECMEENCSYEEALEVFEDREKTNEFWNKYVDGDQCESNPCQNQGTCKDGLGMYTCSCVEGYEGQDCEPVTRKLCSLDNGGCDQFCKEEENSVLCSCASGYTLGDNGKSCISTELFPCGKVTLGRWRRSPATNSSEGPPEAPGPEQQDDGNLTATENPFNLLDSPEPPPEDDSSSLVRIVGGQDCRDGECPWQALLVNEENEGFCGGTILSEYHVLTAAHCLHQAKRFKVRVGDRDTEHEEGNEETHEVEVVVKHNRFVKETYDFDIAVLRLKTPITFRRNVAPACLPQKDWAESTLMAQKTGIVSGFGRTHEMGRLSTTLKMLEVPYVDRNSCKRSSSFTITQNMFCAGYDARPEDACQGDSGGPHVTRFRDTYFVTGIVSWGEGCARKGKFGVYTKVSNFLKWIEKSMRARAVPVAEAAGTPGPTQPTIKGSPS. The pIC50 is 4.9.